This data is from Forward reaction prediction with 1.9M reactions from USPTO patents (1976-2016). The task is: Predict the product of the given reaction. (1) Given the reactants FC(F)(F)C(O)=O.[N:8]1([C:14]2[N:19]3[N:20]=[C:21]([C:23]4[CH:28]=[CH:27][CH:26]=[CH:25][CH:24]=4)[CH:22]=[C:18]3[N:17]=[C:16]([NH:29][NH2:30])[CH:15]=2)[CH2:13][CH2:12][O:11][CH2:10][CH2:9]1.[Cl:31][C:32]1[CH:39]=[CH:38][C:35]([CH:36]=O)=[CH:34][CH:33]=1, predict the reaction product. The product is: [Cl:31][C:32]1[CH:39]=[CH:38][C:35]([CH:36]=[N:30][NH:29][C:16]2[CH:15]=[C:14]([N:8]3[CH2:13][CH2:12][O:11][CH2:10][CH2:9]3)[N:19]3[N:20]=[C:21]([C:23]4[CH:28]=[CH:27][CH:26]=[CH:25][CH:24]=4)[CH:22]=[C:18]3[N:17]=2)=[CH:34][CH:33]=1. (2) Given the reactants [N:1]1([CH2:7][C:8]2[N:16]3[C:11]([C:12]([NH2:17])=[N:13][CH:14]=[N:15]3)=[CH:10][CH:9]=2)[CH2:6][CH2:5][NH:4][CH2:3][CH2:2]1.C(N(CC)CC)C.C(Cl)Cl.[C:28](OC([O-])=O)([O:30][C:31]([CH3:34])([CH3:33])[CH3:32])=[O:29], predict the reaction product. The product is: [NH2:17][C:12]1[C:11]2=[CH:10][CH:9]=[C:8]([CH2:7][N:1]3[CH2:6][CH2:5][N:4]([C:28]([O:30][C:31]([CH3:34])([CH3:33])[CH3:32])=[O:29])[CH2:3][CH2:2]3)[N:16]2[N:15]=[CH:14][N:13]=1.